This data is from Full USPTO retrosynthesis dataset with 1.9M reactions from patents (1976-2016). The task is: Predict the reactants needed to synthesize the given product. (1) Given the product [OH:1][C:2]1[CH:11]=[CH:10][C:9]([N:12]([CH2:28][C:29]2[CH:34]=[CH:33][C:32]([O:35][CH3:36])=[CH:31][CH:30]=2)[C:13](=[O:27])[C:14]2[CH:15]=[CH:16][C:17]([O:20][C:21]3[CH:26]=[CH:25][CH:24]=[CH:23][CH:22]=3)=[CH:18][CH:19]=2)=[CH:8][C:3]=1[C:4]([OH:6])=[O:5], predict the reactants needed to synthesize it. The reactants are: [OH:1][C:2]1[CH:11]=[CH:10][C:9]([N:12]([CH2:28][C:29]2[CH:34]=[CH:33][C:32]([O:35][CH3:36])=[CH:31][CH:30]=2)[C:13](=[O:27])[C:14]2[CH:19]=[CH:18][C:17]([O:20][C:21]3[CH:26]=[CH:25][CH:24]=[CH:23][CH:22]=3)=[CH:16][CH:15]=2)=[CH:8][C:3]=1[C:4]([O:6]C)=[O:5]. (2) The reactants are: [CH:1]1([Mg]Br)[CH2:6][CH2:5][CH2:4][CH2:3][CH2:2]1.CCOCC.[Cl:14][C:15]1[CH:23]=[C:22]2[C:18]([C:19](=[O:25])[C:20](=[O:24])[NH:21]2)=[CH:17][CH:16]=1. Given the product [Cl:14][C:15]1[CH:23]=[C:22]2[C:18]([C:19]([CH:1]3[CH2:6][CH2:5][CH2:4][CH2:3][CH2:2]3)([OH:25])[C:20](=[O:24])[NH:21]2)=[CH:17][CH:16]=1, predict the reactants needed to synthesize it. (3) The reactants are: Cl[C:2]1[CH:3]=[CH:4][C:5]2[N:6]([CH:8]=[CH:9][N:10]=2)[N:7]=1.[OH:11][C:12]1[CH:17]=[CH:16][C:15](B(O)O)=[CH:14][CH:13]=1.C(=O)([O-])[O-].[K+].[K+].CCOC(C)=O. Given the product [N:10]1[CH:9]=[CH:8][N:6]2[C:5]=1[CH:4]=[CH:3][C:2]([C:15]1[CH:16]=[CH:17][C:12]([OH:11])=[CH:13][CH:14]=1)=[N:7]2, predict the reactants needed to synthesize it. (4) Given the product [CH3:1][N:2]1[C:7](=[O:8])[C:6]2[CH:9]=[N:10][C:11]([NH:47][C:46]3[CH:45]=[CH:44][C:43]([N:40]4[CH2:39][CH2:38][N:37]([CH3:36])[CH2:42][CH2:41]4)=[CH:49][CH:48]=3)=[N:12][C:5]=2[C:4]([CH3:15])=[N:3]1, predict the reactants needed to synthesize it. The reactants are: [CH3:1][N:2]1[C:7](=[O:8])[C:6]2[CH:9]=[N:10][C:11](SC)=[N:12][C:5]=2[C:4]([CH3:15])=[N:3]1.ClC1C=C(C=CC=1)C(OO)=O.CCN(C(C)C)C(C)C.[CH3:36][N:37]1[CH2:42][CH2:41][N:40]([C:43]2[CH:49]=[CH:48][C:46]([NH2:47])=[CH:45][CH:44]=2)[CH2:39][CH2:38]1. (5) Given the product [OH:21][CH:20]1[CH2:18][C:17](=[O:19])[C:4]2[C:3](=[CH:12][C:11]3[C:10]([CH3:13])([CH3:14])[CH2:9][CH2:8][C:7]([CH3:16])([CH3:15])[C:6]=3[CH:5]=2)[O:2]1, predict the reactants needed to synthesize it. The reactants are: [Na].[OH:2][C:3]1[C:4]([C:17](=[O:19])[CH3:18])=[CH:5][C:6]2[C:7]([CH3:16])([CH3:15])[CH2:8][CH2:9][C:10]([CH3:14])([CH3:13])[C:11]=2[CH:12]=1.[CH:20]([O-])=[O:21]. (6) Given the product [Cl:1][C:2]1[C:7]([CH3:8])=[CH:6][CH:5]=[C:4]2[C:3]=1[C:10]([CH3:11])=[N:13][NH:14]2, predict the reactants needed to synthesize it. The reactants are: [Cl:1][C:2]1[C:7]([CH3:8])=[CH:6][CH:5]=[C:4](F)[C:3]=1[C:10](=O)[CH3:11].[NH2:13][NH2:14]. (7) The reactants are: [CH:1]([C:4]1[CH:13]=[CH:12][C:7]2[N:8]=[C:9]([NH2:11])[S:10][C:6]=2[CH:5]=1)([CH3:3])[CH3:2].[NH2:14][C:15]1[CH:16]=[C:17]([CH:27]=[CH:28][C:29]=1[NH:30][CH3:31])[C:18]([NH:20][CH2:21][C:22](=[O:26])[N:23]([CH3:25])[CH3:24])=[O:19].[CH2:32](Cl)CCl. Given the product [CH3:24][N:23]([CH3:25])[C:22]([CH2:21][NH:20][C:18]([C:17]1[CH:27]=[CH:28][C:29]2[N:30]([CH3:32])[C:31]([NH:11][C:9]3[S:10][C:6]4[CH:5]=[C:4]([CH:1]([CH3:3])[CH3:2])[CH:13]=[CH:12][C:7]=4[N:8]=3)=[N:14][C:15]=2[CH:16]=1)=[O:19])=[O:26], predict the reactants needed to synthesize it. (8) Given the product [N:6]1[CH:7]=[CH:8][CH:9]=[N:10][C:5]=1[C:3]1[N:4]=[C:22]([C:13]2[CH:14]=[CH:15][C:16]3[C:21](=[CH:20][CH:19]=[CH:18][CH:17]=3)[C:12]=2[OH:11])[NH:1][N:2]=1, predict the reactants needed to synthesize it. The reactants are: [NH2:1][NH:2][C:3]([C:5]1[N:10]=[CH:9][CH:8]=[CH:7][N:6]=1)=[NH:4].[OH:11][C:12]1[C:21]2[C:16](=[CH:17][CH:18]=[CH:19][CH:20]=2)[CH:15]=[CH:14][C:13]=1[CH:22]=O. (9) Given the product [NH2:46]/[C:39](=[N:38]\[O:11][C:10]([C@@H:9]1[CH2:13][CH2:14][CH2:15][N:8]1[C:1]([O:3][C:4]([CH3:7])([CH3:6])[CH3:5])=[O:2])=[O:12])/[C:40]1[CH:45]=[CH:44][CH:43]=[CH:42][CH:41]=1, predict the reactants needed to synthesize it. The reactants are: [C:1]([N:8]1[CH2:15][CH2:14][CH2:13][C@H:9]1[C:10]([OH:12])=[O:11])([O:3][C:4]([CH3:7])([CH3:6])[CH3:5])=[O:2].CCN=C=NCCCN(C)C.C1C=CC2N(O)N=NC=2C=1.O/[N:38]=[C:39](\[NH2:46])/[C:40]1[CH:45]=[CH:44][CH:43]=[CH:42][CH:41]=1. (10) Given the product [CH3:52][O:51][C:43]1[CH:44]=[CH:45][C:46]([N+:48]([O-:50])=[O:49])=[CH:47][C:42]=1[N:54]([CH3:53])[CH2:55][CH2:56][N:57]([CH3:59])[CH3:58], predict the reactants needed to synthesize it. The reactants are: C(=O)([O-])[O-].[Cs+].[Cs+].CC(C1C=C(C(C)C)C(C2C=CC=CC=2P(C2CCCCC2)C2CCCCC2)=C(C(C)C)C=1)C.Br[C:42]1[CH:47]=[C:46]([N+:48]([O-:50])=[O:49])[CH:45]=[CH:44][C:43]=1[O:51][CH3:52].[CH3:53][NH:54][CH2:55][CH2:56][N:57]([CH3:59])[CH3:58].